The task is: Predict the reaction yield, written as a fraction of the theoretical maximum amount of product (1.0 means a 100% yield; for example, 0.34 means a 34% yield).. This data is from Reaction yield outcomes from USPTO patents with 853,638 reactions. (1) The reactants are [CH3:1][NH2:2].Cl[CH2:4][C:5]1[N:9]=[C:8]([C:10]2[CH:15]=[CH:14][CH:13]=[C:12]([Cl:16])[CH:11]=2)[O:7][N:6]=1. The catalyst is CCO. The product is [Cl:16][C:12]1[CH:11]=[C:10]([C:8]2[O:7][N:6]=[C:5]([CH2:4][NH:2][CH3:1])[N:9]=2)[CH:15]=[CH:14][CH:13]=1. The yield is 1.00. (2) The reactants are C([O:5][C:6](=[O:37])[C:7]([S:10][C:11]1[CH:12]=[C:13]2[C:17](=[CH:18][CH:19]=1)[CH2:16][CH:15]([N:20]([CH2:35][CH3:36])[C:21]([NH:23][C:24]1[CH:29]=[CH:28][C:27]([O:30][C:31]([F:34])([F:33])[F:32])=[CH:26][CH:25]=1)=[O:22])[CH2:14]2)([CH3:9])[CH3:8])(C)(C)C.C(O)(C(F)(F)F)=O. The catalyst is C(Cl)Cl. The product is [CH2:35]([N:20]([CH:15]1[CH2:14][C:13]2[C:17](=[CH:18][CH:19]=[C:11]([S:10][C:7]([CH3:8])([CH3:9])[C:6]([OH:37])=[O:5])[CH:12]=2)[CH2:16]1)[C:21]([NH:23][C:24]1[CH:25]=[CH:26][C:27]([O:30][C:31]([F:34])([F:32])[F:33])=[CH:28][CH:29]=1)=[O:22])[CH3:36]. The yield is 0.730. (3) The reactants are [F:1][C:2]1[CH:7]=[CH:6][C:5]([C:8]2[O:9][C:10]3[CH:20]=[C:19]([N:21]([CH3:26])[S:22]([CH3:25])(=[O:24])=[O:23])[C:18]([C:27]4[N:32]=[C:31]([C:33]([NH:35][C@@H:36]([C:38]5[CH:43]=[CH:42][C:41]([F:44])=[CH:40][CH:39]=5)[CH3:37])=[O:34])[C:30]([OH:45])=[CH:29][CH:28]=4)=[CH:17][C:11]=3[C:12]=2[C:13](=[O:16])[NH:14][CH3:15])=[CH:4][CH:3]=1.O1COCO[CH2:47]1.OS(O)(=O)=O.S([O-])([O-])(=O)=O.[Na+].[Na+].[OH-].[Na+]. The catalyst is ClCCCl. The product is [F:1][C:2]1[CH:7]=[CH:6][C:5]([C:8]2[O:9][C:10]3[CH:20]=[C:19]([N:21]([CH3:26])[S:22]([CH3:25])(=[O:24])=[O:23])[C:18]([C:27]4[CH:28]=[CH:29][C:30]5[O:45][CH2:47][N:35]([C@@H:36]([C:38]6[CH:43]=[CH:42][C:41]([F:44])=[CH:40][CH:39]=6)[CH3:37])[C:33](=[O:34])[C:31]=5[N:32]=4)=[CH:17][C:11]=3[C:12]=2[C:13]([NH:14][CH3:15])=[O:16])=[CH:4][CH:3]=1. The yield is 0.210. (4) The reactants are [N:1]1([CH:6]([C:8]2[CH:13]=[CH:12][C:11]([C:14]3[CH:19]=[CH:18][C:17]([O:20]C)=[CH:16][CH:15]=3)=[CH:10][N:9]=2)[CH3:7])[CH:5]=[CH:4][N:3]=[CH:2]1.B(Br)(Br)Br. The catalyst is C(Cl)Cl. The product is [N:1]1([CH:6]([C:8]2[N:9]=[CH:10][C:11]([C:14]3[CH:19]=[CH:18][C:17]([OH:20])=[CH:16][CH:15]=3)=[CH:12][CH:13]=2)[CH3:7])[CH:5]=[CH:4][N:3]=[CH:2]1. The yield is 0.490. (5) The reactants are [CH2:1]([C:5]1([CH3:47])[CH2:10][CH2:9][N:8]([C:11]2[N:16]3[CH:17]=[C:18]([C:20](=[O:35])[NH:21][CH2:22][C:23]4[CH:28]=[C:27]([F:29])[CH:26]=[CH:25][C:24]=4[O:30][CH2:31][CH2:32][CH:33]=[CH2:34])[N:19]=[C:15]3[CH:14]=[C:13]([CH3:36])[C:12]=2[C@H:37]([O:42][C:43]([CH3:46])([CH3:45])[CH3:44])[C:38]([O:40]C)=[O:39])[CH2:7][CH2:6]1)[CH2:2]C=C.C(O[C@@H](C1C(C)=CC2=NC3=CN2C=1N1CCC(C)(CCCCCOC2C=CC=CC=2CNC3=O)CC1)C(O)=O)(C)(C)C. No catalyst specified. The product is [C:43]([O:42][C@@H:37]([C:12]1[C:13]([CH3:36])=[CH:14][C:15]2=[N:19][C:18]3=[CH:17][N:16]2[C:11]=1[N:8]1[CH2:9][CH2:10][C:5]([CH3:47])([CH2:1][CH2:2][CH2:34][CH2:33][CH2:32][CH2:31][O:30][C:24]2[CH:25]=[CH:26][C:27]([F:29])=[CH:28][C:23]=2[CH2:22][NH:21][C:20]3=[O:35])[CH2:6][CH2:7]1)[C:38]([OH:40])=[O:39])([CH3:45])([CH3:46])[CH3:44]. The yield is 0.120. (6) The reactants are CO[C:3]([C:5]1[N:6]([CH3:24])[N:7]=[C:8]([O:10][CH2:11][C:12]2[C:13]([C:18]3[CH:23]=[CH:22][CH:21]=[CH:20][N:19]=3)=[N:14][O:15][C:16]=2[CH3:17])[CH:9]=1)=[O:4].[NH2:25][CH:26]1[CH2:31][CH2:30][O:29][CH2:28][CH2:27]1. No catalyst specified. The product is [O:29]1[CH2:30][CH2:31][CH:26]([NH:25][C:3]([C:5]2[N:6]([CH3:24])[N:7]=[C:8]([O:10][CH2:11][C:12]3[C:13]([C:18]4[CH:23]=[CH:22][CH:21]=[CH:20][N:19]=4)=[N:14][O:15][C:16]=3[CH3:17])[CH:9]=2)=[O:4])[CH2:27][CH2:28]1. The yield is 0.510.